Task: Predict which catalyst facilitates the given reaction.. Dataset: Catalyst prediction with 721,799 reactions and 888 catalyst types from USPTO (1) Reactant: [Cl:1][C:2]1[CH:7]=[CH:6][C:5]([C:8]([N:15]2[C:23]3[C:18](=[C:19]([N:24](COCC[Si](C)(C)C)[S:25]([CH3:28])(=[O:27])=[O:26])[CH:20]=[CH:21][CH:22]=3)[CH:17]=[CH:16]2)([CH2:13][CH3:14])[C:9]#[C:10][C:11]#[N:12])=[CH:4][CH:3]=1.Cl. Product: [Cl:1][C:2]1[CH:7]=[CH:6][C:5]([C:8]([N:15]2[C:23]3[C:18](=[C:19]([NH:24][S:25]([CH3:28])(=[O:26])=[O:27])[CH:20]=[CH:21][CH:22]=3)[CH:17]=[CH:16]2)([CH2:13][CH3:14])[C:9]#[C:10][C:11]#[N:12])=[CH:4][CH:3]=1. The catalyst class is: 14. (2) Reactant: [Br:1][CH2:2][C:3]1[CH:8]=[CH:7][CH:6]=[C:5]([N+:9]([O-:11])=[O:10])[C:4]=1[N+:12]([O-:14])=[O:13].[C:15]1([P:21]([C:28]2[CH:33]=[CH:32][CH:31]=[CH:30][CH:29]=2)[C:22]2[CH:27]=[CH:26][CH:25]=[CH:24][CH:23]=2)[CH:20]=[CH:19][CH:18]=[CH:17][CH:16]=1. Product: [Br-:1].[N+:12]([C:4]1[C:5]([N+:9]([O-:11])=[O:10])=[CH:6][CH:7]=[CH:8][C:3]=1[CH2:2][P+:21]([C:22]1[CH:23]=[CH:24][CH:25]=[CH:26][CH:27]=1)([C:28]1[CH:33]=[CH:32][CH:31]=[CH:30][CH:29]=1)[C:15]1[CH:16]=[CH:17][CH:18]=[CH:19][CH:20]=1)([O-:14])=[O:13]. The catalyst class is: 21.